This data is from Catalyst prediction with 721,799 reactions and 888 catalyst types from USPTO. The task is: Predict which catalyst facilitates the given reaction. (1) Reactant: [NH2:1][C:2]1[CH:7]=[CH:6][C:5]([CH3:8])=[CH:4][N:3]=1.[Br:9][CH2:10][C:11]([C:13]1[CH:20]=[CH:19][C:16]([C:17]#[N:18])=[CH:15][CH:14]=1)=O. The catalyst class is: 8. Product: [BrH:9].[CH3:8][C:5]1[CH:6]=[CH:7][C:2]2[N:3]([CH:10]=[C:11]([C:13]3[CH:20]=[CH:19][C:16]([C:17]#[N:18])=[CH:15][CH:14]=3)[N:1]=2)[CH:4]=1. (2) Reactant: [CH2:1]([O:3][CH:4]([O:9][CH2:10][CH3:11])[CH2:5][CH2:6][C:7]#[N:8])[CH3:2].Cl.[NH2:13][OH:14].C(=O)(O)[O-].[Na+]. Product: [CH2:10]([O:9][CH:4]([O:3][CH2:1][CH3:2])[CH2:5][CH2:6][C:7](=[NH:8])[NH:13][OH:14])[CH3:11]. The catalyst class is: 5. (3) Reactant: Br[C:2]1[CH:3]=[C:4]2[CH2:10][CH2:9][N:8]([Si:11]([C:14]([CH3:17])([CH3:16])[CH3:15])([CH3:13])[CH3:12])[C:5]2=[N:6][CH:7]=1.C([Li])(C)(C)C.CCCCC.[C:28](=[O:30])=[O:29]. Product: [C:14]([Si:11]([CH3:13])([CH3:12])[N:8]1[C:5]2=[N:6][CH:7]=[C:2]([C:28]([OH:30])=[O:29])[CH:3]=[C:4]2[CH2:10][CH2:9]1)([CH3:17])([CH3:16])[CH3:15]. The catalyst class is: 28. (4) Reactant: [O:1]=[C:2]1[NH:6][C@H:5]([C:7]([OH:9])=O)[CH2:4][CH2:3]1.[CH2:10]([NH2:17])[C:11]1[CH:16]=[CH:15][CH:14]=[CH:13][CH:12]=1.F[P-](F)(F)(F)(F)F.N1(OC(N(C)C)=[N+](C)C)C2N=CC=CC=2N=N1. Product: [CH2:10]([NH:17][C:7](=[O:9])[C@@H:5]1[CH2:4][CH2:3][C:2](=[O:1])[NH:6]1)[C:11]1[CH:16]=[CH:15][CH:14]=[CH:13][CH:12]=1. The catalyst class is: 42. (5) Reactant: [Br:1][C:2]1[C:3]([N:9](O)[CH:10]=[NH:11])=[N:4][C:5]([Br:8])=[CH:6][N:7]=1.C([O-])(O)=O.[Na+]. Product: [Br:8][C:5]1[N:4]2[N:11]=[CH:10][N:9]=[C:3]2[C:2]([Br:1])=[N:7][CH:6]=1. The catalyst class is: 6. (6) Reactant: [Cl:1][C:2]1[N:7]=[C:6]([C:8]([NH2:10])=O)[CH:5]=[C:4]([O:11][CH3:12])[CH:3]=1.COC1C=CC(P2(SP(C3C=CC(OC)=CC=3)(=S)S2)=[S:22])=CC=1. Product: [Cl:1][C:2]1[N:7]=[C:6]([C:8](=[S:22])[NH2:10])[CH:5]=[C:4]([O:11][CH3:12])[CH:3]=1. The catalyst class is: 1.